Dataset: Catalyst prediction with 721,799 reactions and 888 catalyst types from USPTO. Task: Predict which catalyst facilitates the given reaction. (1) Reactant: [Br-].C([O:5][CH2:6][CH2:7][CH2:8][CH2:9][CH2:10][CH2:11][CH2:12][CH2:13][CH2:14][CH2:15][P+](C1C=CC=CC=1)(C1C=CC=CC=1)C1C=CC=CC=1)(=O)C.C[Si]([N-][Si](C)(C)C)(C)C.[Na+].[CH:45](=O)[CH2:46][CH2:47][CH2:48][CH2:49][CH2:50][CH2:51][CH2:52][CH2:53][CH2:54][CH2:55][CH3:56]. Product: [CH2:6]([OH:5])[CH2:7][CH2:8][CH2:9][CH2:10][CH2:11][CH2:12][CH2:13][CH2:14]/[CH:15]=[CH:56]\[CH2:55][CH2:54][CH2:53][CH2:52][CH2:51][CH2:50][CH2:49][CH2:48][CH2:47][CH2:46][CH3:45]. The catalyst class is: 1. (2) Reactant: [O:1]=[C:2]1[CH2:10][CH2:9][CH2:8][C:7]2[NH:6][CH:5]=[C:4]([C:11]([OH:13])=O)[C:3]1=2.[NH2:14][C:15]1[CH:20]=[CH:19][CH:18]=[CH:17][CH:16]=1.Cl.CN(C)CCCN=C=NCC. Product: [C:15]1([NH:14][C:11]([C:4]2[C:3]3[C:2](=[O:1])[CH2:10][CH2:9][CH2:8][C:7]=3[NH:6][CH:5]=2)=[O:13])[CH:20]=[CH:19][CH:18]=[CH:17][CH:16]=1. The catalyst class is: 12. (3) Reactant: [F:1][C:2]1[CH:7]=[CH:6][C:5]([O:8][C:9]([F:12])([F:11])[F:10])=[CH:4][C:3]=1[N:13]1[CH2:26][CH2:25][C:16]2([O:21][CH2:20][CH:19]([CH2:22]C#N)[CH2:18][CH2:17]2)[CH2:15][CH2:14]1.BrC1C=C(OC(F)(F)F)C=CC=1F.N1NN=NC=1CC1CCC2(CCN(C3C=C(OC(F)(F)F)C=CC=3Cl)CC2)OC1.C1(P(C2CCCCC2)C2C=CC=CC=2C2C(OC)=CC=CC=2OC)CCCCC1.[C:98](=[O:101])([O-])[O-:99].[Cs+].[Cs+]. Product: [F:1][C:2]1[CH:7]=[CH:6][C:5]([O:8][C:9]([F:11])([F:12])[F:10])=[CH:4][C:3]=1[N:13]1[CH2:14][CH2:15][C:16]2([O:21][CH2:20][CH:19]([CH2:22][C:98]([OH:99])=[O:101])[CH2:18][CH2:17]2)[CH2:25][CH2:26]1. The catalyst class is: 102. (4) Reactant: [Br:1][C:2]1[CH:10]=[CH:9][C:5]([C:6]([OH:8])=O)=[CH:4][C:3]=1[O:11][CH2:12][C:13]([F:16])([F:15])[F:14].[NH2:17][C:18](C)(C)CO.CN(C([O:30]N1N=NC2C=CC=NC1=2)=[N+](C)C)C.F[P-](F)(F)(F)(F)F.CCN([CH:53]([CH3:55])[CH3:54])C(C)C.C(=O)(O)[O-].[Na+]. Product: [Br:1][C:2]1[CH:10]=[CH:9][C:5]([C:6]([NH:17][CH2:18][C:53]([OH:30])([CH3:54])[CH3:55])=[O:8])=[CH:4][C:3]=1[O:11][CH2:12][C:13]([F:16])([F:15])[F:14]. The catalyst class is: 20. (5) Reactant: [C:1](#[N:7])[CH2:2][CH2:3][CH2:4][C:5]#[N:6].N[NH:9][C:10]([NH2:12])=[S:11].O.[OH-].[Na+]. Product: [CH2:2]([C:1]1[S:11][C:10]([NH2:12])=[N:9][N:7]=1)[CH2:3][CH2:4][C:5]1[S:11][C:10]([NH2:12])=[N:9][N:6]=1. The catalyst class is: 67. (6) Reactant: [Br:1][C:2]1[CH:7]=[CH:6][C:5]([C:8]2[N:9]=[N:10][NH:11][N:12]=2)=[CH:4][C:3]=1[CH3:13].[CH3:14][Si](C=[N+]=[N-])(C)C.O. Product: [Br:1][C:2]1[CH:7]=[CH:6][C:5]([C:8]2[N:9]=[N:10][N:11]([CH3:14])[N:12]=2)=[CH:4][C:3]=1[CH3:13]. The catalyst class is: 1. (7) Reactant: [C:1]([N:8]1[C:16]2[C:11](=[CH:12][CH:13]=[C:14]([N+:17]([O-])=O)[CH:15]=2)[CH:10]=[CH:9]1)([O:3][C:4]([CH3:7])([CH3:6])[CH3:5])=[O:2].[BH4-].[Na+]. Product: [C:1]([N:8]1[C:16]2[C:11](=[CH:12][CH:13]=[C:14]([NH2:17])[CH:15]=2)[CH:10]=[CH:9]1)([O:3][C:4]([CH3:7])([CH3:6])[CH3:5])=[O:2]. The catalyst class is: 36. (8) Reactant: Cl[CH2:2][C:3]([NH:5][C:6]([NH:8][CH:9]1[C:18]2[C:13](=[N:14][C:15]([C:26]3[CH:31]=[CH:30][C:29]([Cl:32])=[CH:28][C:27]=3[Cl:33])=[C:16]([C:19]3[CH:24]=[CH:23][C:22]([Cl:25])=[CH:21][CH:20]=3)[CH:17]=2)[O:12][C:11]([CH3:35])([CH3:34])[CH2:10]1)=[O:7])=[O:4].[H-].[Na+]. Product: [Cl:25][C:22]1[CH:21]=[CH:20][C:19]([C:16]2[CH:17]=[C:18]3[CH:9]([N:8]4[CH2:2][C:3](=[O:4])[NH:5][C:6]4=[O:7])[CH2:10][C:11]([CH3:34])([CH3:35])[O:12][C:13]3=[N:14][C:15]=2[C:26]2[CH:31]=[CH:30][C:29]([Cl:32])=[CH:28][C:27]=2[Cl:33])=[CH:24][CH:23]=1. The catalyst class is: 197. (9) Reactant: [NH2:1][C:2]1[C:7]([C:8]([C:10]2[C:15]([F:16])=[C:14]([F:17])[CH:13]=[C:12]([O:18][Si](C(C)(C)C)(C)C)[C:11]=2[O:26][CH3:27])=[O:9])=[CH:6][N:5]=[C:4]([NH:28][CH:29]2[CH2:34][CH2:33][N:32]([S:35]([CH3:38])(=[O:37])=[O:36])[CH2:31][CH2:30]2)[N:3]=1.[F-].C([N+](CCCC)(CCCC)CCCC)CCC. The catalyst class is: 7. Product: [NH2:1][C:2]1[C:7]([C:8]([C:10]2[C:11]([O:26][CH3:27])=[C:12]([OH:18])[CH:13]=[C:14]([F:17])[C:15]=2[F:16])=[O:9])=[CH:6][N:5]=[C:4]([NH:28][CH:29]2[CH2:30][CH2:31][N:32]([S:35]([CH3:38])(=[O:36])=[O:37])[CH2:33][CH2:34]2)[N:3]=1.